This data is from Reaction yield outcomes from USPTO patents with 853,638 reactions. The task is: Predict the reaction yield, written as a fraction of the theoretical maximum amount of product (1.0 means a 100% yield; for example, 0.34 means a 34% yield). (1) The reactants are [CH3:1][O:2][C:3]1[CH:8]=[CH:7][C:6]([S:9][C:10]2[S:14][C:13]([NH2:15])=[N:12][CH:11]=2)=[CH:5][CH:4]=1.[N:16]1[CH:21]=[CH:20][CH:19]=[C:18]([CH2:22][CH2:23][C:24](O)=[O:25])[CH:17]=1.CCN(CC)CC.C(Cl)CCl.C1C=CC2N(O)N=NC=2C=1. The catalyst is CN(C=O)C. The product is [CH3:1][O:2][C:3]1[CH:4]=[CH:5][C:6]([S:9][C:10]2[S:14][C:13]([NH:15][C:24](=[O:25])[CH2:23][CH2:22][C:18]3[CH:17]=[N:16][CH:21]=[CH:20][CH:19]=3)=[N:12][CH:11]=2)=[CH:7][CH:8]=1. The yield is 0.750. (2) The reactants are [OH-].[Na+].[CH:3]1([CH2:6][S:7]([N:10]([C:18]2[C:19]([F:28])=[C:20]([C:24]([F:27])=[CH:25][CH:26]=2)[C:21]([OH:23])=[O:22])S(CC2CC2)(=O)=O)(=[O:9])=[O:8])[CH2:5][CH2:4]1. The yield is 0.510. The product is [CH:3]1([CH2:6][S:7]([NH:10][C:18]2[C:19]([F:28])=[C:20]([C:24]([F:27])=[CH:25][CH:26]=2)[C:21]([OH:23])=[O:22])(=[O:8])=[O:9])[CH2:5][CH2:4]1. The catalyst is C1COCC1.CO. (3) The reactants are [NH2:1][C:2]1[N:19]=[CH:18][C:17]([Br:20])=[CH:16][C:3]=1[C:4]([NH:6][NH:7][C:8](=[O:15])[C:9]1[CH:14]=[CH:13][CH:12]=[CH:11][CH:10]=1)=O.[OH-].[Na+]. The catalyst is O. The product is [Br:20][C:17]1[CH:16]=[C:3]([C:4]2[O:15][C:8]([C:9]3[CH:14]=[CH:13][CH:12]=[CH:11][CH:10]=3)=[N:7][N:6]=2)[C:2]([NH2:1])=[N:19][CH:18]=1. The yield is 0.720. (4) The reactants are CO[C:3](=[O:23])[C:4]1[C:9]([Cl:10])=[CH:8][C:7]([Cl:11])=[CH:6][C:5]=1[NH:12][C:13](=[O:22])[CH:14]([C:16]1[CH:21]=[CH:20][CH:19]=[CH:18][CH:17]=1)[CH3:15].[Li+].C[Si]([N-][Si](C)(C)C)(C)C.C[Si](C)(C)[N-][Si](C)(C)C.[Li]CCCC. The catalyst is C1COCC1. The product is [Cl:10][C:9]1[CH:8]=[C:7]([Cl:11])[CH:6]=[C:5]2[C:4]=1[C:3](=[O:23])[C:14]([CH3:15])([C:16]1[CH:17]=[CH:18][CH:19]=[CH:20][CH:21]=1)[C:13](=[O:22])[NH:12]2. The yield is 0.780. (5) The yield is 0.790. The reactants are [Si:1]([O:8][CH2:9][C:10]1[CH:17]=[CH:16][CH:15]=[C:14]([Cl:18])[C:11]=1[CH2:12][OH:13])([C:4]([CH3:7])([CH3:6])[CH3:5])([CH3:3])[CH3:2].N1C=NN=N1.[CH2:24]([O:27][P:28]([O:36][CH2:37][CH:38]=[CH2:39])N(C(C)C)C(C)C)[CH:25]=[CH2:26].C([O:44]O)(C)(C)C. No catalyst specified. The product is [P:28]([O:13][CH2:12][C:11]1[C:14]([Cl:18])=[CH:15][CH:16]=[CH:17][C:10]=1[CH2:9][O:8][Si:1]([C:4]([CH3:7])([CH3:6])[CH3:5])([CH3:3])[CH3:2])([O:27][CH2:24][CH:25]=[CH2:26])([O:36][CH2:37][CH:38]=[CH2:39])=[O:44]. (6) The product is [CH3:30][C:31]1[O:35][C:34]([C:36]2[CH:37]=[CH:38][CH:39]=[CH:40][CH:41]=2)=[N:33][C:32]=1[CH2:42][CH2:43][O:18][C:17](=[O:19])[C:16]1[CH:20]=[CH:21][C:13]([CH2:12][CH:11]([S:10][CH2:9][CH2:8][C:5]2[CH:6]=[CH:7][C:2]([F:1])=[CH:3][CH:4]=2)[C:22]([O:24][CH2:25][C:26]([Cl:29])([Cl:27])[Cl:28])=[O:23])=[CH:14][CH:15]=1. The reactants are [F:1][C:2]1[CH:7]=[CH:6][C:5]([CH2:8][CH2:9][S:10][CH:11]([C:22]([O:24][CH2:25][C:26]([Cl:29])([Cl:28])[Cl:27])=[O:23])[CH2:12][C:13]2[CH:21]=[CH:20][C:16]([C:17]([OH:19])=[O:18])=[CH:15][CH:14]=2)=[CH:4][CH:3]=1.[CH3:30][C:31]1[O:35][C:34]([C:36]2[CH:41]=[CH:40][CH:39]=[CH:38][CH:37]=2)=[N:33][C:32]=1[CH2:42][CH2:43]O.C1(C2OC(C(F)(F)F)=C(COC(=O)C3C=CC(CC(SCCC4C=CC(F)=CC=4)C(OCC(Cl)(Cl)Cl)=O)=CC=3)N=2)C=CC=CC=1. The yield is 0.835. No catalyst specified. (7) The reactants are [F:1][C:2]1[CH:10]=[CH:9][CH:8]=[C:7]2[C:3]=1[C:4]([I:11])=[N:5][NH:6]2.[CH2:12]1[CH2:17][O:16][CH:15]=[CH:14][CH2:13]1.CC1C=CC(S(O)(=O)=O)=CC=1.O. The catalyst is C1COCC1. The product is [F:1][C:2]1[CH:10]=[CH:9][CH:8]=[C:7]2[C:3]=1[C:4]([I:11])=[N:5][N:6]2[CH:15]1[CH2:14][CH2:13][CH2:12][CH2:17][O:16]1. The yield is 0.540. (8) The reactants are Br[CH2:2][C:3]1[CH:4]=[CH:5][C:6]([NH:9][C:10](=[O:29])[C:11]2[CH:16]=[C:15]([O:17][CH2:18][CH2:19][C:20]3[CH:24]=[CH:23][S:22][CH:21]=3)[CH:14]=[C:13]([O:25][CH:26]([CH3:28])[CH3:27])[CH:12]=2)=[N:7][CH:8]=1.[P:30]([O:37]CC)([O:34][CH2:35][CH3:36])[O:31][CH2:32][CH3:33].CO.C(OCC)(=O)C. The catalyst is CN(C=O)C. The product is [CH2:32]([O:31][P:30]([CH2:2][C:3]1[CH:8]=[N:7][C:6]([NH:9][C:10](=[O:29])[C:11]2[CH:16]=[C:15]([O:17][CH2:18][CH2:19][C:20]3[CH:24]=[CH:23][S:22][CH:21]=3)[CH:14]=[C:13]([O:25][CH:26]([CH3:28])[CH3:27])[CH:12]=2)=[CH:5][CH:4]=1)(=[O:37])[O:34][CH2:35][CH3:36])[CH3:33]. The yield is 0.166.